Dataset: Catalyst prediction with 721,799 reactions and 888 catalyst types from USPTO. Task: Predict which catalyst facilitates the given reaction. (1) Reactant: C(O)(C(F)(F)F)=O.[Cl:8][C:9]1[CH:10]=[CH:11][C:12]([CH:31]([NH:35][C:36]2[CH:41]=[CH:40][C:39]([O:42][CH3:43])=[CH:38][CH:37]=2)[CH:32]([F:34])[F:33])=[C:13]([CH:30]=1)[CH2:14][NH:15][C:16](=[O:29])[C@@H:17]1[CH2:21][CH2:20][CH2:19][N:18]1C(OC(C)(C)C)=O. Product: [Cl:8][C:9]1[CH:10]=[CH:11][C:12]([CH:31]([NH:35][C:36]2[CH:37]=[CH:38][C:39]([O:42][CH3:43])=[CH:40][CH:41]=2)[CH:32]([F:34])[F:33])=[C:13]([CH:30]=1)[CH2:14][NH:15][C:16](=[O:29])[C@@H:17]1[CH2:21][CH2:20][CH2:19][NH:18]1. The catalyst class is: 2. (2) Reactant: [CH3:1][O:2][C:3](=[O:20])[C:4]1[CH:9]=[CH:8][C:7]([O:10][CH:11]2[CH2:15][CH:14]([O:16]C(=O)C)[CH:13]=[CH:12]2)=[CH:6][CH:5]=1.C(=O)([O-])[O-].[K+].[K+]. Product: [CH3:1][O:2][C:3](=[O:20])[C:4]1[CH:9]=[CH:8][C:7]([O:10][C@H:11]2[CH2:15][C@H:14]([OH:16])[CH:13]=[CH:12]2)=[CH:6][CH:5]=1. The catalyst class is: 5. (3) Product: [F:1][C:2]1[CH:9]=[CH:8][C:5]([CH:6]2[O:12][CH2:11][CH2:10][O:7]2)=[CH:4][CH:3]=1. The catalyst class is: 6. Reactant: [F:1][C:2]1[CH:9]=[CH:8][C:5]([CH:6]=[O:7])=[CH:4][CH:3]=1.[CH2:10](O)[CH2:11][OH:12].C1(C)C=CC=CC=1.CC1C=CC(S(O)(=O)=O)=CC=1.